Predict the reactants needed to synthesize the given product. From a dataset of Retrosynthesis with 50K atom-mapped reactions and 10 reaction types from USPTO. (1) Given the product Cc1nc(-c2ccc(CNC(=O)OC(C)(C)C)c([N+](=O)[O-])c2)no1, predict the reactants needed to synthesize it. The reactants are: CC(C)(C)OC(=O)OC(=O)OC(C)(C)C.Cc1nc(-c2ccc(CN)c([N+](=O)[O-])c2)no1. (2) The reactants are: CC(C)=CC(=O)Cl.NS(=O)(=O)c1ccccc1NC(=O)c1ccc(C#Cc2ccccc2)cc1. Given the product CC(C)=CC(=O)NS(=O)(=O)c1ccccc1NC(=O)c1ccc(C#Cc2ccccc2)cc1, predict the reactants needed to synthesize it. (3) Given the product CCOC(=O)C1(c2ccc(-c3ccc(-c4onc(C)c4Nc4cncc(-c5ccc(C(F)(F)F)cc5)c4)cc3)cc2)CC1, predict the reactants needed to synthesize it. The reactants are: CCOC(=O)C1(c2ccc(-c3ccc(-c4onc(C)c4N)cc3)cc2)CC1.FC(F)(F)c1ccc(-c2cncc(Br)c2)cc1. (4) Given the product Cc1cccc(C(=O)NN=Cc2cccc(Cl)c2O)c1, predict the reactants needed to synthesize it. The reactants are: Cc1cccc(C(=O)NN)c1.O=Cc1cccc(Cl)c1O. (5) Given the product O=C(Nc1cc(Cl)c2c(c1)CNCC2)c1ccc(Cl)s1, predict the reactants needed to synthesize it. The reactants are: O=C(Nc1cc(Cl)c2c(c1)CN(C(=O)C(F)(F)F)CC2)c1ccc(Cl)s1. (6) Given the product O=C(OCc1ccccc1)N1CCc2[nH]c(=O)n3cc(-c4ccccc4F)nc3c2C1, predict the reactants needed to synthesize it. The reactants are: O=C(Cl)OCc1ccccc1.O=c1[nH]c2c(c3nc(-c4ccccc4F)cn13)CNCC2. (7) Given the product CS(=O)(=O)c1ccc(-c2cnn(Cc3ccccc3)c(=O)c2-c2ccsc2)cc1, predict the reactants needed to synthesize it. The reactants are: CS(=O)(=O)c1ccc(-c2cnn(Cc3ccccc3)c(=O)c2Cl)cc1.OB(O)c1ccsc1.